From a dataset of CYP2C19 inhibition data for predicting drug metabolism from PubChem BioAssay. Regression/Classification. Given a drug SMILES string, predict its absorption, distribution, metabolism, or excretion properties. Task type varies by dataset: regression for continuous measurements (e.g., permeability, clearance, half-life) or binary classification for categorical outcomes (e.g., BBB penetration, CYP inhibition). Dataset: cyp2c19_veith. (1) The molecule is COc1cc2c(C(=O)N3CCN(C)CC3)c(C)n(-c3ccccc3)c2cc1Br. The result is 1 (inhibitor). (2) The result is 0 (non-inhibitor). The molecule is NCC(=O)Nc1ccccc1. (3) The molecule is CCn1c(=O)n(CC)c2cc([N+](=O)[O-])ccc21. The result is 0 (non-inhibitor). (4) The compound is COc1ccc(C(=O)N2CCC[C@@]3(CCN(C(=O)NC(C)C)C3)C2)cc1. The result is 0 (non-inhibitor). (5) The drug is CC1(C)Oc2ccc(C#N)cc2[C@H](N2CCCC2=O)[C@H]1O. The result is 0 (non-inhibitor). (6) The drug is COc1cc(OC)nc(NC(C)=O)n1. The result is 0 (non-inhibitor).